Dataset: Forward reaction prediction with 1.9M reactions from USPTO patents (1976-2016). Task: Predict the product of the given reaction. Given the reactants CC1(C)C2C(=C(P(C3C=CC=CC=3)C3C=CC=CC=3)C=CC=2)OC2C(P(C3C=CC=CC=3)C3C=CC=CC=3)=CC=CC1=2.CC([O-])(C)C.[Na+].Cl[C:50]1[N:55]=[CH:54][C:53]([N:56]2[CH2:61][CH2:60][N:59]([CH2:62][CH2:63][O:64][Si:65]([C:68]([CH3:71])([CH3:70])[CH3:69])([CH3:67])[CH3:66])[CH2:58][CH2:57]2)=[CH:52][CH:51]=1.[CH:72]1([N:77]2[C:81]3[N:82]=[C:83]([NH2:86])[N:84]=[CH:85][C:80]=3[C:79]3[CH:87]=[CH:88][N:89]=[C:90]([F:91])[C:78]2=3)[CH2:76][CH2:75][CH2:74][CH2:73]1, predict the reaction product. The product is: [CH:72]1([N:77]2[C:81]3[N:82]=[C:83]([NH:86][C:50]4[CH:51]=[CH:52][C:53]([N:56]5[CH2:61][CH2:60][N:59]([CH2:62][CH2:63][O:64][Si:65]([C:68]([CH3:71])([CH3:70])[CH3:69])([CH3:67])[CH3:66])[CH2:58][CH2:57]5)=[CH:54][N:55]=4)[N:84]=[CH:85][C:80]=3[C:79]3[CH:87]=[CH:88][N:89]=[C:90]([F:91])[C:78]2=3)[CH2:73][CH2:74][CH2:75][CH2:76]1.